Dataset: Reaction yield outcomes from USPTO patents with 853,638 reactions. Task: Predict the reaction yield, written as a fraction of the theoretical maximum amount of product (1.0 means a 100% yield; for example, 0.34 means a 34% yield). (1) The reactants are [C:1]([C:5]1[CH:10]=[CH:9][C:8]([N:11]2[C@@H:15]([C:16]3[C:17]([F:30])=[CH:18][C:19]4[N:23]=[C:22]([C@@H:24]5[CH2:28][CH2:27][CH2:26][NH:25]5)[NH:21][C:20]=4[CH:29]=3)[CH2:14][CH2:13][C@@H:12]2[C:31]2[C:32]([F:45])=[CH:33][C:34]3[N:38]=[C:37]([C@@H:39]4[CH2:43][CH2:42][CH2:41][NH:40]4)[NH:36][C:35]=3[CH:44]=2)=[CH:7][CH:6]=1)([CH3:4])([CH3:3])[CH3:2].C[N:47]1[CH2:52][CH2:51][O:50]CC1.[CH3:53][O:54][C:55]([NH:57][C@@H:58]([CH:62]([CH3:64])[CH3:63])[C:59](O)=[O:60])=[O:56].C(Cl)CCl.[CH:69]1[CH:70]=CC2N(O)N=NC=2[CH:74]=1.C[CH2:80][O:81][C:82](C)=[O:83]. The catalyst is CN(C=O)C. The product is [CH3:80][O:81][C:82](=[O:83])[NH:47][C@@H:52]([CH:69]([CH3:70])[CH3:74])[C:51]([N:25]1[CH2:26][CH2:27][CH2:28][C@H:24]1[C:22]1[NH:23][C:19]2[CH:18]=[C:17]([F:30])[C:16]([C@H:15]3[CH2:14][CH2:13][C@H:12]([C:31]4[C:32]([F:45])=[CH:33][C:34]5[N:38]=[C:37]([C@@H:39]6[CH2:43][CH2:42][CH2:41][N:40]6[C:59](=[O:60])[C@@H:58]([NH:57][C:55]([O:54][CH3:53])=[O:56])[CH:62]([CH3:64])[CH3:63])[NH:36][C:35]=5[CH:44]=4)[N:11]3[C:8]3[CH:7]=[CH:6][C:5]([C:1]([CH3:4])([CH3:2])[CH3:3])=[CH:10][CH:9]=3)=[CH:29][C:20]=2[N:21]=1)=[O:50]. The yield is 0.180. (2) The reactants are [F:1][C:2]1[CH:17]=[CH:16][C:5]([O:6][C:7]2[CH:12]=[CH:11][N:10]=[C:9]([C:13](=[O:15])[CH3:14])[N:8]=2)=[CH:4][CH:3]=1.CO.[BH4-].[Na+]. The catalyst is C(Cl)Cl. The product is [F:1][C:2]1[CH:17]=[CH:16][C:5]([O:6][C:7]2[CH:12]=[CH:11][N:10]=[C:9]([CH:13]([OH:15])[CH3:14])[N:8]=2)=[CH:4][CH:3]=1. The yield is 0.950. (3) The reactants are Br[C:2]1[CH:3]=[N:4][CH:5]=[C:6]([Br:8])[CH:7]=1.[O:9]([C:16]1[CH:21]=[CH:20][C:19](B(O)O)=[CH:18][CH:17]=1)[C:10]1[CH:15]=[CH:14][CH:13]=[CH:12][CH:11]=1.C(=O)([O-])[O-].[Na+].[Na+]. The catalyst is C1C=CC([P]([Pd]([P](C2C=CC=CC=2)(C2C=CC=CC=2)C2C=CC=CC=2)([P](C2C=CC=CC=2)(C2C=CC=CC=2)C2C=CC=CC=2)[P](C2C=CC=CC=2)(C2C=CC=CC=2)C2C=CC=CC=2)(C2C=CC=CC=2)C2C=CC=CC=2)=CC=1.O.C(O)C.C1(C)C=CC=CC=1. The product is [Br:8][C:6]1[CH:5]=[N:4][CH:3]=[C:2]([C:11]2[CH:12]=[CH:13][CH:14]=[CH:15][C:10]=2[O:9][C:16]2[CH:17]=[CH:18][CH:19]=[CH:20][CH:21]=2)[CH:7]=1. The yield is 0.320. (4) The reactants are [CH2:1]1[CH:3]([CH2:4][N:5]2[C@@H:15]3[CH2:16][C:17]4[CH:22]=[CH:21][C:20]([OH:23])=[C:19]5[O:24][CH:9]6[C:10]([CH2:12][CH2:13][C@:14]3([OH:25])[C@:8]6([C:18]=45)[CH2:7][CH2:6]2)=[O:11])[CH2:2]1. The catalyst is C(O)C1C=CC=CC=1. The product is [CH2:2]1[CH:3]([CH2:4][N:5]2[CH:15]3[CH2:16][C:17]4[CH:22]=[CH:21][C:20]([OH:23])=[C:19]5[O:24][CH:9]6[C:10]([CH2:12][CH2:13][C:14]3([OH:25])[C:8]6([C:18]=45)[CH2:7][CH2:6]2)=[O:11])[CH2:1]1.[CH2:19]([OH:24])[C:18]1[CH:8]=[CH:14][CH:15]=[CH:16][CH:17]=1. The yield is 0.300. (5) The reactants are [Li]CCCC.[CH2:6]([C:8]1[O:9][CH:10]=[CH:11][CH:12]=1)[CH3:7].[CH2:13]1[O:15][CH2:14]1.[NH4+].[Cl-]. The catalyst is C1COCC1. The product is [CH2:6]([C:8]1[O:9][C:10]([CH2:13][CH2:14][OH:15])=[CH:11][CH:12]=1)[CH3:7]. The yield is 0.802. (6) The reactants are [NH2:1][C:2]1[CH:10]=[CH:9][CH:8]=[CH:7][C:3]=1[C:4]([OH:6])=[O:5].OS(O)(=O)=O.[CH2:16](O)[CH3:17]. No catalyst specified. The product is [NH2:1][C:2]1[CH:10]=[CH:9][CH:8]=[CH:7][C:3]=1[C:4]([O:6][CH2:16][CH3:17])=[O:5]. The yield is 0.780.